This data is from TCR-epitope binding with 47,182 pairs between 192 epitopes and 23,139 TCRs. The task is: Binary Classification. Given a T-cell receptor sequence (or CDR3 region) and an epitope sequence, predict whether binding occurs between them. (1) The epitope is QASQEVKNW. The TCR CDR3 sequence is CASSVEDYGSVSYGYTF. Result: 0 (the TCR does not bind to the epitope). (2) The epitope is PROT_97E67BCC. The TCR CDR3 sequence is CASARTGGVGYTF. Result: 1 (the TCR binds to the epitope). (3) The epitope is PROT_97E67BCC. The TCR CDR3 sequence is CASSRDPPWEQFF. Result: 0 (the TCR does not bind to the epitope). (4) The epitope is LLWNGPMAV. Result: 1 (the TCR binds to the epitope). The TCR CDR3 sequence is CASSTRSSYEQYF. (5) Result: 0 (the TCR does not bind to the epitope). The TCR CDR3 sequence is CASSLGGQTYEQYF. The epitope is YIFFASFYY.